This data is from Catalyst prediction with 721,799 reactions and 888 catalyst types from USPTO. The task is: Predict which catalyst facilitates the given reaction. (1) Reactant: Br[C:2]1[C:3]2[N:4]([C:15](=[O:29])[N:16]([CH2:18][C:19]3[CH:20]=[N:21][C:22]([C:25]([F:28])([F:27])[F:26])=[CH:23][CH:24]=3)[N:17]=2)[CH:5]=[N:6][C:7]=1[C:8]1[CH:13]=[CH:12][C:11]([Cl:14])=[CH:10][CH:9]=1.[OH:30][CH2:31][C:32]1[CH:37]=[CH:36][C:35](B(O)O)=[CH:34][CH:33]=1.[O-]P([O-])([O-])=O.[K+].[K+].[K+].C(Cl)Cl. Product: [Cl:14][C:11]1[CH:10]=[CH:9][C:8]([C:7]2[N:6]=[CH:5][N:4]3[C:15](=[O:29])[N:16]([CH2:18][C:19]4[CH:20]=[N:21][C:22]([C:25]([F:26])([F:28])[F:27])=[CH:23][CH:24]=4)[N:17]=[C:3]3[C:2]=2[C:35]2[CH:36]=[CH:37][C:32]([CH2:31][OH:30])=[CH:33][CH:34]=2)=[CH:13][CH:12]=1. The catalyst class is: 450. (2) Reactant: [Cl:1][C:2]1[CH:3]=[C:4]([C:8]2[C:17]3[C:12](=[CH:13][CH:14]=[C:15]([C:18]([C:35]4[CH:36]=[N:37][C:38]([Cl:41])=[CH:39][CH:40]=4)([N:25]=CC4C=CC(OC)=CC=4)[C:19]4[N:20]([CH3:24])[CH:21]=[N:22][CH:23]=4)[CH:16]=3)[N:11]([CH2:42][CH:43]3[CH2:45][CH2:44]3)[C:10](=[O:46])[CH:9]=2)[CH:5]=[CH:6][CH:7]=1.Cl.C(=O)([O-])[O-].[K+].[K+].C(OCC)(=O)C. Product: [NH2:25][C:18]([C:35]1[CH:36]=[N:37][C:38]([Cl:41])=[CH:39][CH:40]=1)([C:19]1[N:20]([CH3:24])[CH:21]=[N:22][CH:23]=1)[C:15]1[CH:16]=[C:17]2[C:12](=[CH:13][CH:14]=1)[N:11]([CH2:42][CH:43]1[CH2:44][CH2:45]1)[C:10](=[O:46])[CH:9]=[C:8]2[C:4]1[CH:5]=[CH:6][CH:7]=[C:2]([Cl:1])[CH:3]=1. The catalyst class is: 1. (3) Reactant: [CH3:1][O:2][C:3]1[CH:8]=[CH:7][C:6]([C:9]2[C:17]3[C:16]([NH:18][CH2:19][CH2:20][CH2:21][CH2:22][CH2:23][C:24]#[N:25])=[N:15][CH:14]=[N:13][C:12]=3[O:11][C:10]=2[C:26]2[CH:31]=[CH:30][CH:29]=[CH:28][CH:27]=2)=[CH:5][CH:4]=1.C[Si]([N:36]=[N+:37]=[N-:38])(C)C.C([Sn](=O)CCCC)CCC. Product: [CH3:1][O:2][C:3]1[CH:4]=[CH:5][C:6]([C:9]2[C:17]3[C:16]([NH:18][CH2:19][CH2:20][CH2:21][CH2:22][CH2:23][C:24]4[NH:38][N:37]=[N:36][N:25]=4)=[N:15][CH:14]=[N:13][C:12]=3[O:11][C:10]=2[C:26]2[CH:27]=[CH:28][CH:29]=[CH:30][CH:31]=2)=[CH:7][CH:8]=1. The catalyst class is: 11. (4) Reactant: [N-:1]=[N+:2]=[N-:3].[Na+].[NH2:5][C:6]1[C:7]2[C:14]([I:15])=[CH:13][N:12]([CH:16]3[CH2:19][C:18]([CH2:21]OS(C4C=CC(C)=CC=4)(=O)=O)([OH:20])[CH2:17]3)[C:8]=2[N:9]=[CH:10][N:11]=1.O. Product: [NH2:5][C:6]1[C:7]2[C:14]([I:15])=[CH:13][N:12]([CH:16]3[CH2:17][C:18]([CH2:21][N:1]=[N+:2]=[N-:3])([OH:20])[CH2:19]3)[C:8]=2[N:9]=[CH:10][N:11]=1. The catalyst class is: 3. (5) Reactant: [ClH:1].C(OC(=O)[NH:8][C@H:9]1[CH2:14][CH2:13][C@H:12]([O:15][C:16]2[CH:21]=[C:20]([F:22])[CH:19]=[CH:18][C:17]=2[N+:23]([O-:25])=[O:24])[CH2:11][CH2:10]1)(C)(C)C. Product: [ClH:1].[F:22][C:20]1[CH:19]=[CH:18][C:17]([N+:23]([O-:25])=[O:24])=[C:16]([CH:21]=1)[O:15][C@H:12]1[CH2:11][CH2:10][C@H:9]([NH2:8])[CH2:14][CH2:13]1. The catalyst class is: 258. (6) Reactant: C(O[CH:5]1[C@@H:10]([O:11][C:12](=[O:14])[CH3:13])[C@H:9]([O:15][C:16](=[O:18])[CH3:17])[C@@H:8]([O:19][C:20](=[O:22])[CH3:21])[C@H:7]([C:23]2[CH:28]=[CH:27][C:26]([Cl:29])=[C:25]([CH2:30][C:31]3[CH:40]=[CH:39][C:34]4[O:35][CH2:36][CH2:37][O:38][C:33]=4[CH:32]=3)[CH:24]=2)[O:6]1)(=O)C.N[C:42](N)=[S:43].[Si](OS(C(F)(F)F)(=O)=O)(C)(C)C.CI.CCN(C(C)C)C(C)C. Product: [C:20]([O:19][C@@H:8]1[C@@H:9]([O:15][C:16](=[O:18])[CH3:17])[C@H:10]([O:11][C:12](=[O:14])[CH3:13])[C@@H:5]([S:43][CH3:42])[O:6][C@H:7]1[C:23]1[CH:28]=[CH:27][C:26]([Cl:29])=[C:25]([CH2:30][C:31]2[CH:40]=[CH:39][C:34]3[O:35][CH2:36][CH2:37][O:38][C:33]=3[CH:32]=2)[CH:24]=1)(=[O:22])[CH3:21]. The catalyst class is: 225.